Dataset: Catalyst prediction with 721,799 reactions and 888 catalyst types from USPTO. Task: Predict which catalyst facilitates the given reaction. (1) Reactant: [NH2:1][C:2]1[CH:7]=[N:6][CH:5]=[CH:4][N:3]=1.[CH2:8]([O:10][C:11]1[C:12](=O)[C:13](=[O:18])[C:14]=1[O:15]CC)[CH3:9]. Product: [CH2:8]([O:10][C:11]1[C:14](=[O:15])[C:13](=[O:18])[C:12]=1[NH:1][C:2]1[CH:7]=[N:6][CH:5]=[CH:4][N:3]=1)[CH3:9]. The catalyst class is: 8. (2) Reactant: Cl.[CH3:2][S:3]([C:6]1[CH:11]=[CH:10][C:9]([C:12]2[CH:17]=[CH:16][C:15]([O:18][CH2:19][CH:20]3[CH2:25][CH2:24][NH:23][CH2:22][CH2:21]3)=[CH:14][CH:13]=2)=[CH:8][CH:7]=1)(=[O:5])=[O:4].Cl[C:27]1[N:32]=[CH:31][C:30]([CH2:33][CH3:34])=[CH:29][N:28]=1.C(N(C(C)C)CC)(C)C. Product: [CH2:33]([C:30]1[CH:29]=[N:28][C:27]([N:23]2[CH2:24][CH2:25][CH:20]([CH2:19][O:18][C:15]3[CH:16]=[CH:17][C:12]([C:9]4[CH:8]=[CH:7][C:6]([S:3]([CH3:2])(=[O:5])=[O:4])=[CH:11][CH:10]=4)=[CH:13][CH:14]=3)[CH2:21][CH2:22]2)=[N:32][CH:31]=1)[CH3:34]. The catalyst class is: 296. (3) Reactant: [CH2:1]([C:3]1[CH:8]=[CH:7][CH:6]=[CH:5][C:4]=1[OH:9])[CH3:2].[CH3:10][O:11]C(Cl)Cl.Cl. Product: [CH2:1]([C:3]1[CH:8]=[C:7]([CH:6]=[CH:5][C:4]=1[OH:9])[CH:10]=[O:11])[CH3:2]. The catalyst class is: 388. (4) Reactant: [Cl:1][C:2]1[CH:3]=[C:4]([N:8]2C(=O)[O:11][N:10]=[C:9]2[C:14]2[C:15]([NH:19][C:20]([NH:22][C:23]3[CH:28]=[CH:27][CH:26]=[CH:25][CH:24]=3)=[O:21])=[N:16][O:17][N:18]=2)[CH:5]=[CH:6][CH:7]=1.[OH-:29].[Na+]. Product: [NH:8]([C:9]([N:19]([C:20]([NH:22][C:23]1[CH:28]=[CH:27][CH:26]=[CH:25][CH:24]=1)=[O:21])[C:15]1[C:14]([C:9](=[N:10][OH:11])[NH:8][C:4]2[CH:5]=[CH:6][CH:7]=[C:2]([Cl:1])[CH:3]=2)=[N:18][O:17][N:16]=1)=[O:29])[C:4]1[CH:5]=[CH:6][CH:7]=[CH:2][CH:3]=1.[NH:22]([C:20]([NH:19][C:15]1[C:14]([C:9](=[N:10][OH:11])[NH:8][C:4]2[CH:5]=[CH:6][CH:7]=[C:2]([Cl:1])[CH:3]=2)=[N:18][O:17][N:16]=1)=[O:21])[C:23]1[CH:24]=[CH:25][CH:26]=[CH:27][CH:28]=1. The catalyst class is: 40. (5) Reactant: [Cl:1][C:2]1[N:7]=[C:6]([NH:8][C:9](=[O:15])[O:10][C:11]([CH3:14])([CH3:13])[CH3:12])[CH:5]=[CH:4][CH:3]=1.C([Li])CCC.[F:21][C:22]([F:32])([F:31])[C:23](N1CCOCC1)=[O:24].[Cl-].[NH4+]. Product: [Cl:1][C:2]1[N:7]=[C:6]([NH:8][C:9](=[O:15])[O:10][C:11]([CH3:12])([CH3:14])[CH3:13])[C:5]([C:23](=[O:24])[C:22]([F:32])([F:31])[F:21])=[CH:4][CH:3]=1. The catalyst class is: 56. (6) Reactant: [C:1]([O:6][CH2:7][CH3:8])(=[O:5])[C@H:2]([CH3:4])[OH:3].N1C=CN=C1.[CH3:14][C:15]([Si:18](Cl)([CH3:20])[CH3:19])([CH3:17])[CH3:16]. Product: [CH2:7]([O:6][C:1](=[O:5])[C@@H:2]([O:3][Si:18]([C:15]([CH3:17])([CH3:16])[CH3:14])([CH3:20])[CH3:19])[CH3:4])[CH3:8]. The catalyst class is: 34.